Dataset: Reaction yield outcomes from USPTO patents with 853,638 reactions. Task: Predict the reaction yield, written as a fraction of the theoretical maximum amount of product (1.0 means a 100% yield; for example, 0.34 means a 34% yield). (1) The reactants are Cl[CH2:2][CH2:3][N:4]1[CH:8]=[CH:7][CH:6]=[CH:5]1.[CH3:9][NH2:10].C(O)C. No catalyst specified. The product is [CH3:9][NH:10][CH2:2][CH2:3][N:4]1[CH:8]=[CH:7][CH:6]=[CH:5]1. The yield is 0.880. (2) The reactants are [S:1]1[CH:5]=[C:4]([NH:6][C:7](=[O:13])[O:8][C:9]([CH3:12])([CH3:11])[CH3:10])[N:3]=[CH:2]1.C[Si]([N-][Si](C)(C)C)(C)C.[Li+].[F:24][C:25]1[CH:30]=[C:29]([F:31])[C:28]([F:32])=[CH:27][C:26]=1[S:33](Cl)(=[O:35])=[O:34]. The catalyst is O1CCCC1.C(OCC)(=O)C. The product is [S:1]1[CH:5]=[C:4]([N:6]([S:33]([C:26]2[CH:27]=[C:28]([F:32])[C:29]([F:31])=[CH:30][C:25]=2[F:24])(=[O:35])=[O:34])[C:7](=[O:13])[O:8][C:9]([CH3:10])([CH3:12])[CH3:11])[N:3]=[CH:2]1. The yield is 0.620. (3) The reactants are [Li+].CC([N-]C(C)C)C.[F:9][C:10]1[CH:16]=[C:15]([I:17])[CH:14]=[CH:13][C:11]=1[NH2:12].[CH:18]1([N:21]2[C:30]3[C:25](=[C:26](F)[C:27]([F:32])=[CH:28][C:29]=3[F:31])[C:24](=[O:34])[C:23]([C:35]([OH:37])=[O:36])=[CH:22]2)[CH2:20][CH2:19]1. The catalyst is C1COCC1.CN1C(=O)CCC1. The product is [CH:18]1([N:21]2[C:30]3[C:25](=[C:26]([NH:12][C:11]4[CH:13]=[CH:14][C:15]([I:17])=[CH:16][C:10]=4[F:9])[C:27]([F:32])=[CH:28][C:29]=3[F:31])[C:24](=[O:34])[C:23]([C:35]([OH:37])=[O:36])=[CH:22]2)[CH2:19][CH2:20]1. The yield is 0.0500. (4) The reactants are [O:1]1[CH2:6][CH2:5][CH:4]([CH2:7][O:8][C:9]2[N:14]=[C:13]([C:15]([OH:17])=O)[CH:12]=[CH:11][C:10]=2[C:18]([F:21])([F:20])[F:19])[CH2:3][CH2:2]1.[NH2:22][C:23]1([CH2:29][C:30]([NH2:32])=[O:31])[CH2:26][S:25](=[O:28])(=[O:27])[CH2:24]1.CN(C(ON1N=NC2C=CC=CC1=2)=[N+](C)C)C.[B-](F)(F)(F)F.CCN(C(C)C)C(C)C. No catalyst specified. The product is [NH2:32][C:30](=[O:31])[CH2:29][C:23]1([NH:22][C:15]([C:13]2[CH:12]=[CH:11][C:10]([C:18]([F:21])([F:20])[F:19])=[C:9]([O:8][CH2:7][CH:4]3[CH2:3][CH2:2][O:1][CH2:6][CH2:5]3)[N:14]=2)=[O:17])[CH2:24][S:25](=[O:27])(=[O:28])[CH2:26]1. The yield is 0.590. (5) The reactants are [C:1]([CH2:4][CH2:5][C:6]1[C:7]([CH3:13])=[C:8]([CH:11]=O)[NH:9][CH:10]=1)([OH:3])=[O:2].[Cl:14][C:15]1[CH:16]=[C:17]2[C:21](=[CH:22][CH:23]=1)[NH:20][C:19](=[O:24])[CH2:18]2.N1CCCCC1. The catalyst is C(O)C. The product is [Cl:14][C:15]1[CH:16]=[C:17]2[C:21](=[CH:22][CH:23]=1)[NH:20][C:19](=[O:24])[C:18]2=[CH:11][C:8]1[NH:9][CH:10]=[C:6]([CH2:5][CH2:4][C:1]([OH:3])=[O:2])[C:7]=1[CH3:13]. The yield is 0.880. (6) The reactants are [C:1]([O:5][C:6]([N:8]1[CH2:13][CH2:12][C:11]([CH2:17][CH:18]=[CH2:19])([C:14]([OH:16])=[O:15])[CH2:10][CH2:9]1)=[O:7])([CH3:4])([CH3:3])[CH3:2].C1(P(C2C=CC=CC=2)C2C=CC=CC=2)C=CC=CC=1.[C:39]1([C:47]([CH:49]([C:51]2[CH:58]=[CH:57][C:54]([O:55][CH3:56])=[CH:53][CH:52]=2)O)=[O:48])[CH:46]=[CH:45][C:42]([O:43][CH3:44])=[CH:41][CH:40]=1.N(C(OC(C)C)=O)=NC(OC(C)C)=O. The catalyst is O1CCCC1.C1(C)C=CC=CC=1. The product is [CH3:56][O:55][C:54]1[CH:53]=[CH:52][C:51]([CH:49]([O:15][C:14]([C:11]2([CH2:17][CH:18]=[CH2:19])[CH2:12][CH2:13][N:8]([C:6]([O:5][C:1]([CH3:4])([CH3:3])[CH3:2])=[O:7])[CH2:9][CH2:10]2)=[O:16])[C:47]([C:39]2[CH:40]=[CH:41][C:42]([O:43][CH3:44])=[CH:45][CH:46]=2)=[O:48])=[CH:58][CH:57]=1. The yield is 0.650.